This data is from Reaction yield outcomes from USPTO patents with 853,638 reactions. The task is: Predict the reaction yield, written as a fraction of the theoretical maximum amount of product (1.0 means a 100% yield; for example, 0.34 means a 34% yield). (1) The product is [C:11]1([C@H:17]2[C@H:22]([O:23][CH3:24])[C@H:21]([O:25][CH2:26][C:27]3[CH:32]=[CH:31][C:30]([O:33][CH3:34])=[CH:29][CH:28]=3)[CH2:20][CH2:19][C@:18]32[O:35][CH2:2]3)[CH2:16][CH2:15][CH2:14][CH2:13][CH:12]=1. The catalyst is CS(C)=O.C1COCC1. The reactants are [I-].[CH3:2][S+](C)(C)=O.[H-].[Na+].[I-].[Li+].[C:11]1([C@H:17]2[C@H:22]([O:23][CH3:24])[C@H:21]([O:25][CH2:26][C:27]3[CH:32]=[CH:31][C:30]([O:33][CH3:34])=[CH:29][CH:28]=3)[CH2:20][CH2:19][C:18]2=[O:35])[CH2:16][CH2:15][CH2:14][CH2:13][CH:12]=1. The yield is 0.450. (2) The reactants are [F:1][C:2]1[CH:23]=[CH:22][C:5]([CH2:6][N:7]2[C:15]3[C:10](=[CH:11][CH:12]=[CH:13][CH:14]=3)[C:9]3[CH2:16][CH:17]([CH2:20][NH2:21])[NH:18][CH2:19][C:8]2=3)=[CH:4][CH:3]=1.C1N=CN([C:29](N2C=NC=C2)=[O:30])C=1.CCN(CC)CC. The catalyst is C1COCC1.O. The product is [F:1][C:2]1[CH:3]=[CH:4][C:5]([CH2:6][N:7]2[C:15]3[CH:14]=[CH:13][CH:12]=[CH:11][C:10]=3[C:9]3[CH2:16][CH:17]4[CH2:20][NH:21][C:29](=[O:30])[N:18]4[CH2:19][C:8]2=3)=[CH:22][CH:23]=1. The yield is 0.190.